Dataset: Reaction yield outcomes from USPTO patents with 853,638 reactions. Task: Predict the reaction yield, written as a fraction of the theoretical maximum amount of product (1.0 means a 100% yield; for example, 0.34 means a 34% yield). (1) The reactants are [Cl:1][C:2]1[N:10]([CH2:11][CH:12]=[CH2:13])[C:9]2[C:8](=[O:14])[N:7]([CH3:15])[C:6](=[O:16])[N:5](COCCOC)[C:4]=2[N:3]=1.Cl. The catalyst is O1CCOCC1.O. The product is [Cl:1][C:2]1[N:10]([CH2:11][CH:12]=[CH2:13])[C:9]2[C:8](=[O:14])[N:7]([CH3:15])[C:6](=[O:16])[NH:5][C:4]=2[N:3]=1. The yield is 0.680. (2) The reactants are [CH2:1]([C:5]1[CH:6]=[C:7]([CH:10]=O)[NH:8][CH:9]=1)[CH2:2][CH2:3][CH3:4].[C:12]([CH:17]=P(C1C=CC=CC=1)(C1C=CC=CC=1)C1C=CC=CC=1)([O:14][CH2:15][CH3:16])=[O:13]. The catalyst is C1C=CC=CC=1. The product is [CH2:1]([C:5]1[CH:6]=[C:7](/[CH:10]=[CH:17]/[C:12]([O:14][CH2:15][CH3:16])=[O:13])[NH:8][CH:9]=1)[CH2:2][CH2:3][CH3:4]. The yield is 0.990.